Dataset: Reaction yield outcomes from USPTO patents with 853,638 reactions. Task: Predict the reaction yield, written as a fraction of the theoretical maximum amount of product (1.0 means a 100% yield; for example, 0.34 means a 34% yield). (1) The reactants are [C:1]([O:5][C:6](=[O:15])[CH2:7]/[N:8]=[CH:9]/[CH2:10][C:11]([CH3:14])([CH3:13])[CH3:12])([CH3:4])([CH3:3])[CH3:2].[Cl:16][C:17]1[C:18]([F:36])=[C:19](/[CH:23]=[C:24](/[C:27]2[CH:32]=[CH:31][C:30]([Cl:33])=[CH:29][C:28]=2[O:34][CH3:35])\[C:25]#[N:26])[CH:20]=[CH:21][CH:22]=1.C(N(CC)CC)C. The catalyst is ClCCl. The product is [C:1]([O:5][C:6]([CH:7]1[CH:23]([C:19]2[CH:20]=[CH:21][CH:22]=[C:17]([Cl:16])[C:18]=2[F:36])[C:24]([C:27]2[CH:32]=[CH:31][C:30]([Cl:33])=[CH:29][C:28]=2[O:34][CH3:35])([C:25]#[N:26])[CH:9]([CH2:10][C:11]([CH3:14])([CH3:13])[CH3:12])[NH:8]1)=[O:15])([CH3:4])([CH3:3])[CH3:2]. The yield is 0.600. (2) The yield is 0.810. The catalyst is O.CC#N. The reactants are [K+].[Br-].[F:3][C:4]([F:24])([CH:7]([F:23])[O:8][C:9]([F:22])([F:21])[C:10]([F:20])([F:19])[C:11]([F:18])([F:17])[O:12][C:13]([F:16])([F:15])[F:14])[CH2:5][OH:6].[O-]Cl.[Na+].S(=O)(=O)(O)[OH:29]. The product is [F:3][C:4]([F:24])([CH:7]([F:23])[O:8][C:9]([F:22])([F:21])[C:10]([F:19])([F:20])[C:11]([F:17])([F:18])[O:12][C:13]([F:14])([F:15])[F:16])[C:5]([OH:29])=[O:6]. (3) The reactants are [F:1][C:2]([F:47])([F:46])[C:3]1[CH:4]=[C:5]([CH:43]=[CH:44][CH:45]=1)[CH2:6][NH:7][C:8]([C:10]1[CH:15]=[CH:14][N:13]=[C:12]([C:16]2[CH:21]=[C:20]([F:22])[CH:19]=[CH:18][C:17]=2[NH:23][C:24]([C:26]2[CH:27]=[C:28]([CH:40]=[CH:41][CH:42]=2)[CH2:29][S:30][CH2:31][CH2:32][C:33]([O:35]C(C)(C)C)=[O:34])=[O:25])[CH:11]=1)=[O:9].FC(F)(F)C(O)=O. The catalyst is ClCCl. The product is [F:46][C:2]([F:1])([F:47])[C:3]1[CH:4]=[C:5]([CH:43]=[CH:44][CH:45]=1)[CH2:6][NH:7][C:8]([C:10]1[CH:15]=[CH:14][N:13]=[C:12]([C:16]2[CH:21]=[C:20]([F:22])[CH:19]=[CH:18][C:17]=2[NH:23][C:24]([C:26]2[CH:27]=[C:28]([CH:40]=[CH:41][CH:42]=2)[CH2:29][S:30][CH2:31][CH2:32][C:33]([OH:35])=[O:34])=[O:25])[CH:11]=1)=[O:9]. The yield is 0.250. (4) The reactants are C([O:8][C:9]1[CH:51]=[CH:50][C:12]([CH2:13][C:14]([C:40]([O:42]CC2C=CC=CC=2)=[O:41])([CH2:22][CH2:23][C@@H:24]([NH:32][C:33]([O:35][C:36]([CH3:39])([CH3:38])[CH3:37])=[O:34])[C:25]([O:27][C:28]([CH3:31])([CH3:30])[CH3:29])=[O:26])[C:15]([O:17][C:18]([CH3:21])([CH3:20])[CH3:19])=[O:16])=[CH:11][CH:10]=1)C1C=CC=CC=1. The catalyst is CO.[Pd]. The product is [C:28]([O:27][C:25](=[O:26])[C@H:24]([NH:32][C:33]([O:35][C:36]([CH3:39])([CH3:38])[CH3:37])=[O:34])[CH2:23][CH2:22][C:14]([C:15]([O:17][C:18]([CH3:19])([CH3:20])[CH3:21])=[O:16])([CH2:13][C:12]1[CH:11]=[CH:10][C:9]([OH:8])=[CH:51][CH:50]=1)[C:40]([OH:42])=[O:41])([CH3:29])([CH3:30])[CH3:31]. The yield is 0.990. (5) The reactants are [CH3:1][C:2]1([CH3:9])[C:6]([CH3:8])([CH3:7])[O:5][BH:4][O:3]1.[C:10]([C:12]1[CH:17]=[CH:16][C:15]([CH2:18][N:19]([CH3:21])[CH3:20])=[CH:14][CH:13]=1)#[CH:11]. The catalyst is C1(C)C=CC=CC=1. The product is [CH3:20][N:19]([CH3:21])[CH2:18][C:15]1[CH:16]=[CH:17][C:12](/[CH:10]=[CH:11]/[B:4]2[O:5][C:6]([CH3:8])([CH3:7])[C:2]([CH3:9])([CH3:1])[O:3]2)=[CH:13][CH:14]=1. The yield is 0.200. (6) The reactants are C[O:2][C:3]1[N:8]=[CH:7][C:6]([CH2:9][C:10]2[C:11](=[O:17])[NH:12][C:13](=[S:16])[NH:14][CH:15]=2)=[CH:5][CH:4]=1.Cl. The catalyst is C(O)(=O)C. The product is [O:2]=[C:3]1[NH:8][CH:7]=[C:6]([CH2:9][C:10]2[C:11](=[O:17])[NH:12][C:13](=[S:16])[NH:14][CH:15]=2)[CH:5]=[CH:4]1. The yield is 0.613. (7) The reactants are Cl[CH2:2][CH2:3][CH2:4][CH2:5][CH:6]([C:14]1[NH:18][N:17]=[C:16]([NH:19][C:20]2[CH:25]=[CH:24][C:23]([C:26]3[O:30][N:29]=[C:28]([CH3:31])[CH:27]=3)=[C:22]([O:32][CH3:33])[CH:21]=2)[N:15]=1)[C:7]1[CH:12]=[CH:11][C:10]([F:13])=[CH:9][CH:8]=1.C(=O)([O-])[O-].[K+].[K+].[I-].[K+]. The catalyst is CN(C=O)C. The product is [F:13][C:10]1[CH:11]=[CH:12][C:7]([CH:6]2[CH2:5][CH2:4][CH2:3][CH2:2][N:18]3[N:17]=[C:16]([NH:19][C:20]4[CH:25]=[CH:24][C:23]([C:26]5[O:30][N:29]=[C:28]([CH3:31])[CH:27]=5)=[C:22]([O:32][CH3:33])[CH:21]=4)[N:15]=[C:14]23)=[CH:8][CH:9]=1. The yield is 0.240. (8) The reactants are [CH2:1]([O:3][P:4]([CH:9]([C:35]#[N:36])[CH2:10][C:11]([CH3:34])=[CH:12][CH2:13][C:14]1[C:15]([O:27][CH2:28][CH2:29][Si:30]([CH3:33])([CH3:32])[CH3:31])=[C:16]2[C:20](=[C:21]([CH3:25])[C:22]=1[O:23][CH3:24])[CH2:19][O:18][C:17]2=[O:26])(=[O:8])[O:5][CH2:6][CH3:7])[CH3:2].[CH3:37][Si]([N-][Si](C)(C)C)(C)C.[Na+].IC. The catalyst is C1COCC1. The product is [CH2:1]([O:3][P:4]([C:9]([C:35]#[N:36])([CH3:37])[CH2:10][C:11]([CH3:34])=[CH:12][CH2:13][C:14]1[C:15]([O:27][CH2:28][CH2:29][Si:30]([CH3:31])([CH3:32])[CH3:33])=[C:16]2[C:20](=[C:21]([CH3:25])[C:22]=1[O:23][CH3:24])[CH2:19][O:18][C:17]2=[O:26])(=[O:8])[O:5][CH2:6][CH3:7])[CH3:2]. The yield is 0.230. (9) The reactants are O=[CH:2][C@@H:3]([C@H:5]([C@@H:7]([C@@H:9]([CH2:11][OH:12])[OH:10])[OH:8])[OH:6])[OH:4].[C:13]([NH:23][NH2:24])(=[O:22])[CH2:14][CH2:15][CH2:16][CH2:17][C:18]([NH:20][NH2:21])=[O:19]. The catalyst is O.C(#N)C. The product is [OH:4][CH:3]1[CH:5]([OH:6])[CH:7]([OH:8])[CH:9]([CH2:11][OH:12])[O:10][CH:2]1[NH:24][NH:23][C:13]([CH2:14][CH2:15][CH2:16][CH2:17][C:18]([NH:20][NH2:21])=[O:19])=[O:22]. The yield is 0.130.